Dataset: TCR-epitope binding with 47,182 pairs between 192 epitopes and 23,139 TCRs. Task: Binary Classification. Given a T-cell receptor sequence (or CDR3 region) and an epitope sequence, predict whether binding occurs between them. (1) The epitope is GTSGSPIINR. The TCR CDR3 sequence is CAISVGVDEQFF. Result: 0 (the TCR does not bind to the epitope). (2) The TCR CDR3 sequence is CATSKPSSGPTEAFF. The epitope is RISNCVADY. Result: 1 (the TCR binds to the epitope). (3) The epitope is DATYQRTRALVR. The TCR CDR3 sequence is CASTQGSTDTQYF. Result: 0 (the TCR does not bind to the epitope). (4) Result: 1 (the TCR binds to the epitope). The TCR CDR3 sequence is CASSLGVGGGQPQHF. The epitope is TPQDLNTML. (5) The epitope is RLRAEAQVK. The TCR CDR3 sequence is CASSPVAGATNEKLFF. Result: 1 (the TCR binds to the epitope). (6) The epitope is SLFNTVATLY. The TCR CDR3 sequence is CASGLGANTIYF. Result: 0 (the TCR does not bind to the epitope).